Dataset: Catalyst prediction with 721,799 reactions and 888 catalyst types from USPTO. Task: Predict which catalyst facilitates the given reaction. (1) Reactant: C([Li])CCC.C(OO)(C)(C)C.[C:12]1([CH:18]([C:79]2[CH:84]=[CH:83][CH:82]=[CH:81][CH:80]=2)[C@H:19]([NH:60][C:61](=[O:78])[C@H:62]([CH2:74][CH:75]([CH3:77])[CH3:76])[NH:63][C:64]([O:66][CH2:67][C:68]2[CH:73]=[CH:72][CH:71]=[CH:70][CH:69]=2)=[O:65])[CH:20]=[CH:21][S:22]([CH:25]=[CH:26][C@@H:27]([NH:41][C:42](=[O:59])[C@H:43]([CH2:55][CH:56]([CH3:58])[CH3:57])[NH:44][C:45]([O:47][CH2:48][C:49]2[CH:54]=[CH:53][CH:52]=[CH:51][CH:50]=2)=[O:46])[CH:28]([C:35]2[CH:40]=[CH:39][CH:38]=[CH:37][CH:36]=2)[C:29]2[CH:34]=[CH:33][CH:32]=[CH:31][CH:30]=2)(=[O:24])=[O:23])[CH:17]=[CH:16][CH:15]=[CH:14][CH:13]=1.CCOC(C)=O. Product: [C:29]1([CH:28]([C:35]2[CH:36]=[CH:37][CH:38]=[CH:39][CH:40]=2)[C:27]([NH:41][C:42](=[O:59])[C@H:43]([CH2:55][CH:56]([CH3:57])[CH3:58])[NH:44][C:45]([O:47][CH2:48][C:49]2[CH:54]=[CH:53][CH:52]=[CH:51][CH:50]=2)=[O:46])=[CH:26][CH2:25][S:22]([CH2:21][CH:20]=[C:19]([NH:60][C:61](=[O:78])[C@H:62]([CH2:74][CH:75]([CH3:77])[CH3:76])[NH:63][C:64]([O:66][CH2:67][C:68]2[CH:69]=[CH:70][CH:71]=[CH:72][CH:73]=2)=[O:65])[CH:18]([C:12]2[CH:17]=[CH:16][CH:15]=[CH:14][CH:13]=2)[C:79]2[CH:80]=[CH:81][CH:82]=[CH:83][CH:84]=2)(=[O:23])=[O:24])[CH:34]=[CH:33][CH:32]=[CH:31][CH:30]=1. The catalyst class is: 1. (2) Reactant: [C:1]1([C:7]([C:9](=O)[CH2:10][CH2:11][CH2:12][CH2:13][CH3:14])=[CH2:8])[CH:6]=[CH:5][CH:4]=[CH:3][CH:2]=1.O.[NH2:17][NH2:18]. Product: [CH2:10]([C:9]1[CH:7]([C:1]2[CH:6]=[CH:5][CH:4]=[CH:3][CH:2]=2)[CH2:8][NH:18][N:17]=1)[CH2:11][CH2:12][CH2:13][CH3:14]. The catalyst class is: 8. (3) Reactant: [C:1]1(=[O:12])[O:11][CH2:10][CH2:9][CH2:8][CH2:7][CH2:6][CH2:5][CH2:4][CH2:3][CH2:2]1.C1C[O:16]CC1. Product: [CH3:9][C@H:10]1[O:11][C:1](=[O:12])[CH:2]=[CH:3][CH:4]=[CH:5][C@H:6]([OH:16])[CH2:7][CH2:8]1.[OH:16][C@@H:6]1[CH2:7][CH2:8][C@@H:10]([CH3:9])[O:11][C:1](=[O:12])[CH:2]=[CH:3][CH:4]=[CH:5]1. The catalyst class is: 33.